This data is from Catalyst prediction with 721,799 reactions and 888 catalyst types from USPTO. The task is: Predict which catalyst facilitates the given reaction. Reactant: [CH3:1][O:2][C:3]1[CH:4]=[C:5]2[O:9][C:8]([C:10]3[N:11]=[C:12]4[N:16]([CH:17]=3)[N:15]=[C:14]([O:18][CH3:19])[S:13]4)=[CH:7][C:6]2=[C:20]([OH:22])[CH:21]=1.C1(P(C2C=CC=CC=2)C2C=CC=CC=2)C=CC=CC=1.[CH3:42][C:43]1[S:44][CH:45]=[C:46]([CH2:48]O)[N:47]=1.CC(OC(/N=N/C(OC(C)C)=O)=O)C. Product: [CH3:19][O:18][C:14]1[S:13][C:12]2=[N:11][C:10]([C:8]3[O:9][C:5]4[CH:4]=[C:3]([O:2][CH3:1])[CH:21]=[C:20]([O:22][CH2:48][C:46]5[N:47]=[C:43]([CH3:42])[S:44][CH:45]=5)[C:6]=4[CH:7]=3)=[CH:17][N:16]2[N:15]=1. The catalyst class is: 266.